The task is: Regression. Given two drug SMILES strings and cell line genomic features, predict the synergy score measuring deviation from expected non-interaction effect.. This data is from NCI-60 drug combinations with 297,098 pairs across 59 cell lines. (1) Drug 1: CC=C1C(=O)NC(C(=O)OC2CC(=O)NC(C(=O)NC(CSSCCC=C2)C(=O)N1)C(C)C)C(C)C. Drug 2: C(CCl)NC(=O)N(CCCl)N=O. Cell line: SF-539. Synergy scores: CSS=57.8, Synergy_ZIP=-0.347, Synergy_Bliss=-0.671, Synergy_Loewe=-31.0, Synergy_HSA=0.150. (2) Drug 1: CC12CCC(CC1=CCC3C2CCC4(C3CC=C4C5=CN=CC=C5)C)O. Drug 2: CN(C(=O)NC(C=O)C(C(C(CO)O)O)O)N=O. Cell line: 786-0. Synergy scores: CSS=5.91, Synergy_ZIP=-3.32, Synergy_Bliss=-1.85, Synergy_Loewe=-8.24, Synergy_HSA=-2.42.